Dataset: NCI-60 drug combinations with 297,098 pairs across 59 cell lines. Task: Regression. Given two drug SMILES strings and cell line genomic features, predict the synergy score measuring deviation from expected non-interaction effect. (1) Drug 1: COC1=NC(=NC2=C1N=CN2C3C(C(C(O3)CO)O)O)N. Drug 2: CC1CCC2CC(C(=CC=CC=CC(CC(C(=O)C(C(C(=CC(C(=O)CC(OC(=O)C3CCCCN3C(=O)C(=O)C1(O2)O)C(C)CC4CCC(C(C4)OC)O)C)C)O)OC)C)C)C)OC. Cell line: SW-620. Synergy scores: CSS=6.69, Synergy_ZIP=0.0742, Synergy_Bliss=4.67, Synergy_Loewe=1.31, Synergy_HSA=2.73. (2) Drug 1: C1=CC(=CC=C1C#N)C(C2=CC=C(C=C2)C#N)N3C=NC=N3. Drug 2: CC1=C2C(C(=O)C3(C(CC4C(C3C(C(C2(C)C)(CC1OC(=O)C(C(C5=CC=CC=C5)NC(=O)C6=CC=CC=C6)O)O)OC(=O)C7=CC=CC=C7)(CO4)OC(=O)C)O)C)OC(=O)C. Cell line: COLO 205. Synergy scores: CSS=1.06, Synergy_ZIP=-0.548, Synergy_Bliss=-0.391, Synergy_Loewe=-5.47, Synergy_HSA=-2.63. (3) Drug 1: CC12CCC3C(C1CCC2O)C(CC4=C3C=CC(=C4)O)CCCCCCCCCS(=O)CCCC(C(F)(F)F)(F)F. Drug 2: CCCCCOC(=O)NC1=NC(=O)N(C=C1F)C2C(C(C(O2)C)O)O. Cell line: HCT-15. Synergy scores: CSS=-1.41, Synergy_ZIP=3.40, Synergy_Bliss=6.27, Synergy_Loewe=-1.50, Synergy_HSA=-1.01. (4) Drug 1: CC12CCC3C(C1CCC2=O)CC(=C)C4=CC(=O)C=CC34C. Drug 2: C#CCC(CC1=CN=C2C(=N1)C(=NC(=N2)N)N)C3=CC=C(C=C3)C(=O)NC(CCC(=O)O)C(=O)O. Cell line: A549. Synergy scores: CSS=32.5, Synergy_ZIP=2.04, Synergy_Bliss=1.11, Synergy_Loewe=1.94, Synergy_HSA=1.20. (5) Drug 1: CN(C(=O)NC(C=O)C(C(C(CO)O)O)O)N=O. Drug 2: C(CCl)NC(=O)N(CCCl)N=O. Cell line: IGROV1. Synergy scores: CSS=50.5, Synergy_ZIP=-0.713, Synergy_Bliss=-3.16, Synergy_Loewe=-8.31, Synergy_HSA=-1.86.